This data is from NCI-60 drug combinations with 297,098 pairs across 59 cell lines. The task is: Regression. Given two drug SMILES strings and cell line genomic features, predict the synergy score measuring deviation from expected non-interaction effect. (1) Drug 1: CC1C(C(CC(O1)OC2CC(CC3=C2C(=C4C(=C3O)C(=O)C5=C(C4=O)C(=CC=C5)OC)O)(C(=O)C)O)N)O.Cl. Drug 2: CCC1(C2=C(COC1=O)C(=O)N3CC4=CC5=C(C=CC(=C5CN(C)C)O)N=C4C3=C2)O.Cl. Cell line: SR. Synergy scores: CSS=77.1, Synergy_ZIP=-0.0916, Synergy_Bliss=0.498, Synergy_Loewe=0.852, Synergy_HSA=4.06. (2) Drug 1: C1=CN(C=N1)CC(O)(P(=O)(O)O)P(=O)(O)O. Drug 2: C1=NNC2=C1C(=O)NC=N2. Cell line: SK-MEL-5. Synergy scores: CSS=-1.53, Synergy_ZIP=-2.59, Synergy_Bliss=-7.64, Synergy_Loewe=-6.60, Synergy_HSA=-7.60. (3) Drug 1: C1CC(C1)(C(=O)O)C(=O)O.[NH2-].[NH2-].[Pt+2]. Drug 2: C1C(C(OC1N2C=NC(=NC2=O)N)CO)O. Cell line: HT29. Synergy scores: CSS=16.3, Synergy_ZIP=-1.93, Synergy_Bliss=1.44, Synergy_Loewe=1.19, Synergy_HSA=3.05. (4) Drug 1: C1CC(C1)(C(=O)O)C(=O)O.[NH2-].[NH2-].[Pt+2]. Drug 2: CC1=C(C(=CC=C1)Cl)NC(=O)C2=CN=C(S2)NC3=CC(=NC(=N3)C)N4CCN(CC4)CCO. Cell line: UACC-257. Synergy scores: CSS=-1.56, Synergy_ZIP=1.70, Synergy_Bliss=3.06, Synergy_Loewe=-7.44, Synergy_HSA=-3.45. (5) Drug 1: C1CC(=O)NC(=O)C1N2CC3=C(C2=O)C=CC=C3N. Drug 2: CC(CN1CC(=O)NC(=O)C1)N2CC(=O)NC(=O)C2. Cell line: ACHN. Synergy scores: CSS=46.6, Synergy_ZIP=6.23, Synergy_Bliss=8.65, Synergy_Loewe=8.08, Synergy_HSA=11.0. (6) Drug 1: COC1=NC(=NC2=C1N=CN2C3C(C(C(O3)CO)O)O)N. Drug 2: C1=NC2=C(N=C(N=C2N1C3C(C(C(O3)CO)O)F)Cl)N. Cell line: MDA-MB-435. Synergy scores: CSS=6.96, Synergy_ZIP=-2.41, Synergy_Bliss=2.54, Synergy_Loewe=-3.37, Synergy_HSA=1.71. (7) Drug 1: CC1=CC2C(CCC3(C2CCC3(C(=O)C)OC(=O)C)C)C4(C1=CC(=O)CC4)C. Drug 2: CCC(=C(C1=CC=CC=C1)C2=CC=C(C=C2)OCCN(C)C)C3=CC=CC=C3.C(C(=O)O)C(CC(=O)O)(C(=O)O)O. Cell line: COLO 205. Synergy scores: CSS=-0.525, Synergy_ZIP=3.60, Synergy_Bliss=6.75, Synergy_Loewe=-1.64, Synergy_HSA=-1.45. (8) Drug 1: COCCOC1=C(C=C2C(=C1)C(=NC=N2)NC3=CC=CC(=C3)C#C)OCCOC.Cl. Drug 2: CC1C(C(CC(O1)OC2CC(CC3=C2C(=C4C(=C3O)C(=O)C5=CC=CC=C5C4=O)O)(C(=O)C)O)N)O. Cell line: COLO 205. Synergy scores: CSS=55.9, Synergy_ZIP=0.637, Synergy_Bliss=1.21, Synergy_Loewe=-18.1, Synergy_HSA=2.85. (9) Synergy scores: CSS=22.2, Synergy_ZIP=-4.42, Synergy_Bliss=4.65, Synergy_Loewe=-36.6, Synergy_HSA=1.68. Cell line: RXF 393. Drug 1: COC1=C(C=C2C(=C1)N=CN=C2NC3=CC(=C(C=C3)F)Cl)OCCCN4CCOCC4. Drug 2: C1CNP(=O)(OC1)N(CCCl)CCCl. (10) Drug 1: C1=CC(=CC=C1CCC2=CNC3=C2C(=O)NC(=N3)N)C(=O)NC(CCC(=O)O)C(=O)O. Drug 2: CC1=C(C(=CC=C1)Cl)NC(=O)C2=CN=C(S2)NC3=CC(=NC(=N3)C)N4CCN(CC4)CCO. Cell line: NCI-H226. Synergy scores: CSS=30.0, Synergy_ZIP=-1.74, Synergy_Bliss=4.96, Synergy_Loewe=6.80, Synergy_HSA=7.16.